Dataset: NCI-60 drug combinations with 297,098 pairs across 59 cell lines. Task: Regression. Given two drug SMILES strings and cell line genomic features, predict the synergy score measuring deviation from expected non-interaction effect. (1) Drug 1: CCC1=CC2CC(C3=C(CN(C2)C1)C4=CC=CC=C4N3)(C5=C(C=C6C(=C5)C78CCN9C7C(C=CC9)(C(C(C8N6C)(C(=O)OC)O)OC(=O)C)CC)OC)C(=O)OC.C(C(C(=O)O)O)(C(=O)O)O. Drug 2: C1=CN(C=N1)CC(O)(P(=O)(O)O)P(=O)(O)O. Cell line: U251. Synergy scores: CSS=26.4, Synergy_ZIP=-1.46, Synergy_Bliss=-1.61, Synergy_Loewe=-35.1, Synergy_HSA=-0.662. (2) Drug 1: COC1=C(C=C2C(=C1)N=CN=C2NC3=CC(=C(C=C3)F)Cl)OCCCN4CCOCC4. Drug 2: CC(CN1CC(=O)NC(=O)C1)N2CC(=O)NC(=O)C2. Cell line: SN12C. Synergy scores: CSS=41.9, Synergy_ZIP=-9.18, Synergy_Bliss=0.185, Synergy_Loewe=3.39, Synergy_HSA=5.41. (3) Drug 1: COC1=CC(=CC(=C1O)OC)C2C3C(COC3=O)C(C4=CC5=C(C=C24)OCO5)OC6C(C(C7C(O6)COC(O7)C8=CC=CS8)O)O. Drug 2: C1=NC2=C(N=C(N=C2N1C3C(C(C(O3)CO)O)O)F)N. Cell line: SN12C. Synergy scores: CSS=39.0, Synergy_ZIP=-11.6, Synergy_Bliss=-0.290, Synergy_Loewe=-21.5, Synergy_HSA=0.711. (4) Synergy scores: CSS=12.5, Synergy_ZIP=-3.61, Synergy_Bliss=-2.29, Synergy_Loewe=-6.99, Synergy_HSA=-1.37. Cell line: EKVX. Drug 1: CC1CCC2CC(C(=CC=CC=CC(CC(C(=O)C(C(C(=CC(C(=O)CC(OC(=O)C3CCCCN3C(=O)C(=O)C1(O2)O)C(C)CC4CCC(C(C4)OC)OCCO)C)C)O)OC)C)C)C)OC. Drug 2: C1CCC(C(C1)N)N.C(=O)(C(=O)[O-])[O-].[Pt+4].